From a dataset of NCI-60 drug combinations with 297,098 pairs across 59 cell lines. Regression. Given two drug SMILES strings and cell line genomic features, predict the synergy score measuring deviation from expected non-interaction effect. (1) Drug 1: CNC(=O)C1=NC=CC(=C1)OC2=CC=C(C=C2)NC(=O)NC3=CC(=C(C=C3)Cl)C(F)(F)F. Drug 2: CC(C)CN1C=NC2=C1C3=CC=CC=C3N=C2N. Cell line: UACC62. Synergy scores: CSS=6.15, Synergy_ZIP=-1.55, Synergy_Bliss=0.0100, Synergy_Loewe=1.43, Synergy_HSA=0.255. (2) Drug 1: C1CC(=O)NC(=O)C1N2CC3=C(C2=O)C=CC=C3N. Drug 2: CNC(=O)C1=NC=CC(=C1)OC2=CC=C(C=C2)NC(=O)NC3=CC(=C(C=C3)Cl)C(F)(F)F. Cell line: MCF7. Synergy scores: CSS=10.7, Synergy_ZIP=-0.692, Synergy_Bliss=-0.630, Synergy_Loewe=-17.8, Synergy_HSA=1.07. (3) Drug 1: CS(=O)(=O)CCNCC1=CC=C(O1)C2=CC3=C(C=C2)N=CN=C3NC4=CC(=C(C=C4)OCC5=CC(=CC=C5)F)Cl. Drug 2: CC1=C(N=C(N=C1N)C(CC(=O)N)NCC(C(=O)N)N)C(=O)NC(C(C2=CN=CN2)OC3C(C(C(C(O3)CO)O)O)OC4C(C(C(C(O4)CO)O)OC(=O)N)O)C(=O)NC(C)C(C(C)C(=O)NC(C(C)O)C(=O)NCCC5=NC(=CS5)C6=NC(=CS6)C(=O)NCCC[S+](C)C)O. Cell line: A498. Synergy scores: CSS=17.0, Synergy_ZIP=-1.98, Synergy_Bliss=1.27, Synergy_Loewe=-3.59, Synergy_HSA=0.619. (4) Drug 1: C1=NC2=C(N=C(N=C2N1C3C(C(C(O3)CO)O)F)Cl)N. Drug 2: CC=C1C(=O)NC(C(=O)OC2CC(=O)NC(C(=O)NC(CSSCCC=C2)C(=O)N1)C(C)C)C(C)C. Cell line: MCF7. Synergy scores: CSS=9.98, Synergy_ZIP=0.0998, Synergy_Bliss=-1.23, Synergy_Loewe=-17.9, Synergy_HSA=-1.30. (5) Drug 1: CC1=CC2C(CCC3(C2CCC3(C(=O)C)OC(=O)C)C)C4(C1=CC(=O)CC4)C. Drug 2: C1=CN(C=N1)CC(O)(P(=O)(O)O)P(=O)(O)O. Cell line: OVCAR-4. Synergy scores: CSS=4.20, Synergy_ZIP=-1.98, Synergy_Bliss=0.169, Synergy_Loewe=0.584, Synergy_HSA=0.544.